Dataset: NCI-60 drug combinations with 297,098 pairs across 59 cell lines. Task: Regression. Given two drug SMILES strings and cell line genomic features, predict the synergy score measuring deviation from expected non-interaction effect. (1) Synergy scores: CSS=-1.36, Synergy_ZIP=0.411, Synergy_Bliss=0.161, Synergy_Loewe=-1.27, Synergy_HSA=-1.19. Cell line: A549. Drug 1: CCCCCOC(=O)NC1=NC(=O)N(C=C1F)C2C(C(C(O2)C)O)O. Drug 2: C1C(C(OC1N2C=NC3=C2NC=NCC3O)CO)O. (2) Drug 1: CN1CCC(CC1)COC2=C(C=C3C(=C2)N=CN=C3NC4=C(C=C(C=C4)Br)F)OC. Drug 2: CC1=C(N=C(N=C1N)C(CC(=O)N)NCC(C(=O)N)N)C(=O)NC(C(C2=CN=CN2)OC3C(C(C(C(O3)CO)O)O)OC4C(C(C(C(O4)CO)O)OC(=O)N)O)C(=O)NC(C)C(C(C)C(=O)NC(C(C)O)C(=O)NCCC5=NC(=CS5)C6=NC(=CS6)C(=O)NCCC[S+](C)C)O. Cell line: EKVX. Synergy scores: CSS=15.6, Synergy_ZIP=-4.83, Synergy_Bliss=-2.44, Synergy_Loewe=-0.690, Synergy_HSA=-0.507. (3) Drug 1: CC1OCC2C(O1)C(C(C(O2)OC3C4COC(=O)C4C(C5=CC6=C(C=C35)OCO6)C7=CC(=C(C(=C7)OC)O)OC)O)O. Drug 2: C(CCl)NC(=O)N(CCCl)N=O. Cell line: HCT116. Synergy scores: CSS=55.9, Synergy_ZIP=-0.231, Synergy_Bliss=2.09, Synergy_Loewe=-22.7, Synergy_HSA=3.35.